This data is from Forward reaction prediction with 1.9M reactions from USPTO patents (1976-2016). The task is: Predict the product of the given reaction. (1) Given the reactants Cl.CO[C:4]1[CH:5]=[C:6]2[C:11](=[CH:12][C:13]=1OCC1CCNCC1)[N:10]=[CH:9][N:8]([CH2:22][O:23][C:24](=[O:29])[C:25]([CH3:28])([CH3:27])[CH3:26])[C:7]2=[O:30].C(N(CC)CC)C.C(=O)([O-])[O-].[K+].[K+].C(S(C)(=O)=O)=C, predict the reaction product. The product is: [C:24]([O:23][CH2:22][N:8]1[C:7](=[O:30])[C:6]2[C:11](=[CH:12][CH:13]=[CH:4][CH:5]=2)[N:10]=[CH:9]1)(=[O:29])[C:25]([CH3:28])([CH3:27])[CH3:26]. (2) Given the reactants [CH3:1][C:2]1[CH:3]=[C:4]([S:8](Cl)(=[O:10])=[O:9])[CH:5]=[CH:6][CH:7]=1.[NH2:12][C:13]1[CH:14]=[C:15]([CH:25]=[CH:26][C:27]=1[O:28][CH3:29])[C:16]([NH:18][C:19]1[CH:24]=[CH:23][CH:22]=[CH:21][CH:20]=1)=[O:17], predict the reaction product. The product is: [C:2]1([CH3:1])[CH:7]=[CH:6][CH:5]=[C:4]([S:8]([NH:12][C:13]2[CH:14]=[C:15]([CH:25]=[CH:26][C:27]=2[O:28][CH3:29])[C:16]([NH:18][C:19]2[CH:24]=[CH:23][CH:22]=[CH:21][CH:20]=2)=[O:17])(=[O:10])=[O:9])[CH:3]=1. (3) Given the reactants Cl[C:2]1[N:7]=[C:6]([NH:8][C@@H:9]2[CH2:13][CH2:12][CH2:11][C@H:10]2[NH:14][S:15]([CH3:18])(=[O:17])=[O:16])[C:5]([Cl:19])=[CH:4][N:3]=1.[NH2:20][C:21]1[CH:34]=[CH:33][C:24]2[N:25]([CH2:31][CH3:32])[C:26](=[O:30])[CH2:27][CH2:28][CH2:29][C:23]=2[C:22]=1[O:35][CH3:36].C12(CS(O)(=O)=O)C(C)(C)C(CC1)CC2=O, predict the reaction product. The product is: [Cl:19][C:5]1[C:6]([NH:8][C@@H:9]2[CH2:13][CH2:12][CH2:11][C@H:10]2[NH:14][S:15]([CH3:18])(=[O:17])=[O:16])=[N:7][C:2]([NH:20][C:21]2[CH:34]=[CH:33][C:24]3[N:25]([CH2:31][CH3:32])[C:26](=[O:30])[CH2:27][CH2:28][CH2:29][C:23]=3[C:22]=2[O:35][CH3:36])=[N:3][CH:4]=1. (4) Given the reactants [NH:1]1[C:9]2[C:4](=[CH:5][CH:6]=[CH:7][CH:8]=2)[C:3](/[CH:10]=[C:11]2\[O:12][C:13]3[C:20](/[CH:21]=[CH:22]\[CH:23]4[CH2:28][CH2:27][N:26](C(OC(C)(C)C)=O)[CH2:25][CH2:24]4)=[C:19]([O:36][CH3:37])[CH:18]=[CH:17][C:14]=3[C:15]\2=[O:16])=[N:2]1.Cl, predict the reaction product. The product is: [NH:1]1[C:9]2[C:4](=[CH:5][CH:6]=[CH:7][CH:8]=2)[C:3]([CH:10]=[C:11]2[C:15](=[O:16])[C:14]3[CH:17]=[CH:18][C:19]([O:36][CH3:37])=[C:20](/[CH:21]=[CH:22]\[CH:23]4[CH2:24][CH2:25][NH:26][CH2:27][CH2:28]4)[C:13]=3[O:12]2)=[N:2]1. (5) Given the reactants [BrH:1].BrCC[NH:5][OH:6].[C:15](O[C:15]([O:17][C:18]([CH3:21])([CH3:20])[CH3:19])=[O:16])([O:17][C:18]([CH3:21])([CH3:20])[CH3:19])=[O:16].CCN([CH2:27][CH3:28])CC, predict the reaction product. The product is: [C:18]([O:17][C:15](=[O:16])[NH:5][O:6][CH2:27][CH2:28][Br:1])([CH3:19])([CH3:20])[CH3:21]. (6) The product is: [N:15]1[CH:16]=[CH:17][CH:18]=[CH:19][C:14]=1[N:1]1[CH:5]=[C:4]([C:6]([O:8][CH2:9][CH3:10])=[O:7])[CH:3]=[N:2]1. Given the reactants [NH:1]1[CH:5]=[C:4]([C:6]([O:8][CH2:9][CH3:10])=[O:7])[CH:3]=[N:2]1.[H-].[Na+].F[C:14]1[CH:19]=[CH:18][CH:17]=[CH:16][N:15]=1, predict the reaction product. (7) Given the reactants [Cl:1][C:2]1[CH:11]=[C:10]2[C:5]([C:6](=[O:39])[NH:7][C:8]([CH:12]([N:18]([C:30](=[O:38])[C:31]3[CH:36]=[CH:35][C:34]([CH3:37])=[CH:33][CH:32]=3)[CH2:19][CH2:20][CH2:21][NH:22][C:23](=[O:29])[O:24][C:25]([CH3:28])([CH3:27])[CH3:26])[C:13]([N:15]([CH3:17])[CH3:16])=[O:14])=[N:9]2)=[CH:4][CH:3]=1.[CH3:40][C:41]1[CH:42]=[C:43]([CH:46]=[CH:47][CH:48]=1)[CH2:44]Br.C(=O)([O-])[O-].[K+].[K+].O, predict the reaction product. The product is: [Cl:1][C:2]1[CH:11]=[C:10]2[C:5]([C:6](=[O:39])[N:7]([CH2:40][C:41]3[CH:48]=[CH:47][CH:46]=[C:43]([CH3:44])[CH:42]=3)[C:8]([CH:12]([N:18]([C:30](=[O:38])[C:31]3[CH:36]=[CH:35][C:34]([CH3:37])=[CH:33][CH:32]=3)[CH2:19][CH2:20][CH2:21][NH:22][C:23](=[O:29])[O:24][C:25]([CH3:28])([CH3:26])[CH3:27])[C:13]([N:15]([CH3:17])[CH3:16])=[O:14])=[N:9]2)=[CH:4][CH:3]=1. (8) Given the reactants [N:1]12[CH2:8][CH2:7][CH:4]([CH2:5][CH2:6]1)[CH:3]([O:9][C:10]1[N:15]=[N:14][C:13]([C:16]3[CH:17]=[C:18]4[C:22](=[CH:23][CH:24]=3)[NH:21][CH:20]=[CH:19]4)=[CH:12][CH:11]=1)[CH2:2]2.[C:25]([OH:32])(=[O:31])/[CH:26]=[CH:27]/[C:28]([OH:30])=[O:29], predict the reaction product. The product is: [C:25]([OH:32])(=[O:31])/[CH:26]=[CH:27]/[C:28]([OH:30])=[O:29].[N:1]12[CH2:8][CH2:7][CH:4]([CH2:5][CH2:6]1)[CH:3]([O:9][C:10]1[N:15]=[N:14][C:13]([C:16]3[CH:17]=[C:18]4[C:22](=[CH:23][CH:24]=3)[NH:21][CH:20]=[CH:19]4)=[CH:12][CH:11]=1)[CH2:2]2.[N:1]12[CH2:8][CH2:7][CH:4]([CH2:5][CH2:6]1)[CH:3]([O:9][C:10]1[N:15]=[N:14][C:13]([C:16]3[CH:17]=[C:18]4[C:22](=[CH:23][CH:24]=3)[NH:21][CH:20]=[CH:19]4)=[CH:12][CH:11]=1)[CH2:2]2.